Dataset: NCI-60 drug combinations with 297,098 pairs across 59 cell lines. Task: Regression. Given two drug SMILES strings and cell line genomic features, predict the synergy score measuring deviation from expected non-interaction effect. (1) Drug 1: CC12CCC3C(C1CCC2O)C(CC4=C3C=CC(=C4)O)CCCCCCCCCS(=O)CCCC(C(F)(F)F)(F)F. Drug 2: C1=NC(=NC(=O)N1C2C(C(C(O2)CO)O)O)N. Cell line: SK-MEL-28. Synergy scores: CSS=-1.45, Synergy_ZIP=-0.863, Synergy_Bliss=-0.355, Synergy_Loewe=-14.3, Synergy_HSA=-9.95. (2) Drug 1: C1CN(CCN1C(=O)CCBr)C(=O)CCBr. Drug 2: CC(C)NC(=O)C1=CC=C(C=C1)CNNC.Cl. Cell line: SR. Synergy scores: CSS=58.3, Synergy_ZIP=1.59, Synergy_Bliss=1.14, Synergy_Loewe=-14.5, Synergy_HSA=2.03. (3) Drug 1: CCC1=CC2CC(C3=C(CN(C2)C1)C4=CC=CC=C4N3)(C5=C(C=C6C(=C5)C78CCN9C7C(C=CC9)(C(C(C8N6C)(C(=O)OC)O)OC(=O)C)CC)OC)C(=O)OC.C(C(C(=O)O)O)(C(=O)O)O. Synergy scores: CSS=29.7, Synergy_ZIP=5.79, Synergy_Bliss=0.576, Synergy_Loewe=0.0763, Synergy_HSA=0.0973. Cell line: NCIH23. Drug 2: CC1CCCC2(C(O2)CC(NC(=O)CC(C(C(=O)C(C1O)C)(C)C)O)C(=CC3=CSC(=N3)C)C)C. (4) Drug 1: CCC(=C(C1=CC=CC=C1)C2=CC=C(C=C2)OCCN(C)C)C3=CC=CC=C3.C(C(=O)O)C(CC(=O)O)(C(=O)O)O. Drug 2: CC1C(C(CC(O1)OC2CC(CC3=C2C(=C4C(=C3O)C(=O)C5=CC=CC=C5C4=O)O)(C(=O)C)O)N)O. Cell line: SK-OV-3. Synergy scores: CSS=36.7, Synergy_ZIP=1.77, Synergy_Bliss=2.16, Synergy_Loewe=0.607, Synergy_HSA=2.68.